Dataset: Catalyst prediction with 721,799 reactions and 888 catalyst types from USPTO. Task: Predict which catalyst facilitates the given reaction. (1) The catalyst class is: 11. Reactant: [CH2:1]([OH:10])[CH2:2][CH2:3][CH2:4][CH2:5][CH2:6][CH2:7][CH2:8][OH:9].Cl[C:12]1[CH:17]=[CH:16][N+:15]([O-:18])=[C:14]([CH3:19])[C:13]=1[CH3:20]. Product: [OH:9][CH2:8][CH2:7][CH2:6][CH2:5][CH2:4][CH2:3][CH2:2][CH2:1][O:10][C:12]1[CH:17]=[CH:16][N+:15]([O-:18])=[C:14]([CH3:19])[C:13]=1[CH3:20]. (2) Reactant: [C:1]([C:3]1[C:7](=[C:8]([C:11]#[N:12])[C:9]#[N:10])[N:6]([CH2:13][CH2:14][CH2:15][CH2:16][CH2:17][CH3:18])[C:5](=[O:19])[C:4]=1[C:20]1[CH:25]=[CH:24][C:23]([N:26]([CH2:36][CH:37]([CH2:42][CH3:43])[CH2:38][CH2:39][CH2:40][CH3:41])[CH2:27][CH2:28][CH2:29][CH2:30][CH2:31][C:32]([O:34]C)=[O:33])=[CH:22][CH:21]=1)#[N:2].O1CCCC1.Cl.S([O-])([O-])(=O)=O.[Na+].[Na+]. Product: [C:1]([C:3]1[C:7](=[C:8]([C:11]#[N:12])[C:9]#[N:10])[N:6]([CH2:13][CH2:14][CH2:15][CH2:16][CH2:17][CH3:18])[C:5](=[O:19])[C:4]=1[C:20]1[CH:21]=[CH:22][C:23]([N:26]([CH2:36][CH:37]([CH2:42][CH3:43])[CH2:38][CH2:39][CH2:40][CH3:41])[CH2:27][CH2:28][CH2:29][CH2:30][CH2:31][C:32]([OH:34])=[O:33])=[CH:24][CH:25]=1)#[N:2]. The catalyst class is: 46. (3) Reactant: [NH2:1][C:2]1[CH:10]=[CH:9][C:5]([C:6]([OH:8])=O)=[CH:4][C:3]=1[Cl:11].C1C=CC2N(O)N=NC=2C=1.C(N(C(C)C)CC)(C)C.[C:31]([NH2:35])([CH3:34])([CH3:33])[CH3:32]. Product: [NH2:1][C:2]1[CH:10]=[CH:9][C:5]([C:6]([NH:35][C:31]([CH3:34])([CH3:33])[CH3:32])=[O:8])=[CH:4][C:3]=1[Cl:11]. The catalyst class is: 4. (4) Product: [NH2:7][CH2:8][CH2:9][C@H:10]([N:12]1[CH2:13][CH2:14][CH:15]([N:18]([C:19]2[CH:20]=[CH:21][C:22]([O:25][Si:26]([C:29]([CH3:30])([CH3:32])[CH3:31])([CH3:27])[CH3:28])=[CH:23][CH:24]=2)[CH2:41][C:36]2[CH:37]=[N:38][CH:39]=[CH:40][C:35]=2[CH3:34])[CH2:16][CH2:17]1)[CH3:11]. Reactant: C(OC(=O)[NH:7][CH2:8][CH2:9][C@H:10]([N:12]1[CH2:17][CH2:16][CH:15]([NH:18][C:19]2[CH:24]=[CH:23][C:22]([O:25][Si:26]([C:29]([CH3:32])([CH3:31])[CH3:30])([CH3:28])[CH3:27])=[CH:21][CH:20]=2)[CH2:14][CH2:13]1)[CH3:11])(C)(C)C.[CH3:34][C:35]1[CH:40]=[CH:39][N:38]=[CH:37][C:36]=1[CH:41]=O. The catalyst class is: 344. (5) Reactant: [C:1](Cl)(Cl)=[O:2].[OH:5][C:6]1[N:11]=[CH:10][C:9]([N:12]2[C:17](=[O:18])[CH2:16][C:15](C)(C)[CH2:14][C:13]2=O)=[CH:8][CH:7]=1.[CH2:22]([N:24]([CH2:27]C)[CH2:25][CH3:26])C.N12CCN(CC1)CC2.CO[C:39]1[CH:46]=[CH:45][CH:44]=[CH:43][C:40]=1[NH:41][CH3:42]. Product: [CH3:27][N:24]([CH3:22])[C:25]1[CH:26]=[C:16]([CH:15]=[CH:14][CH:13]=1)[C:17]([NH:12][C:9]1[CH:8]=[CH:7][C:6]([O:5][C:1](=[O:2])[N:41]([CH3:42])[C:40]2[CH:43]=[CH:44][CH:45]=[CH:46][CH:39]=2)=[N:11][CH:10]=1)=[O:18]. The catalyst class is: 4. (6) Reactant: [C:1]([O:9][CH2:10][CH2:11][C@@H:12]1[C@@H:20]([O:21][C:22](=[O:26])[CH:23]([CH3:25])[CH3:24])[C@H:19]([CH3:27])[O:18][C:17](=[O:28])[C@@H:16]([NH:29][C:30](=[O:40])[C:31]2[C:36]([OH:37])=[C:35]([O:38][CH3:39])[CH:34]=[CH:33][N:32]=2)[CH2:15][O:14][C:13]1=[O:41])(=[O:8])[C:2]1[CH:7]=[CH:6][CH:5]=[CH:4][CH:3]=1.C([O-])([O-])=O.[Na+].[Na+].[Na+].[I-].[C:50]([O:55][CH2:56]Cl)(=[O:54])[CH:51]([CH3:53])[CH3:52]. Product: [C:1]([O:9][CH2:10][CH2:11][C@@H:12]1[C@@H:20]([O:21][C:22](=[O:26])[CH:23]([CH3:25])[CH3:24])[C@H:19]([CH3:27])[O:18][C:17](=[O:28])[C@@H:16]([NH:29][C:30](=[O:40])[C:31]2[C:36]([O:37][CH2:56][O:55][C:50](=[O:54])[CH:51]([CH3:53])[CH3:52])=[C:35]([O:38][CH3:39])[CH:34]=[CH:33][N:32]=2)[CH2:15][O:14][C:13]1=[O:41])(=[O:8])[C:2]1[CH:7]=[CH:6][CH:5]=[CH:4][CH:3]=1. The catalyst class is: 21.